From a dataset of Catalyst prediction with 721,799 reactions and 888 catalyst types from USPTO. Predict which catalyst facilitates the given reaction. Reactant: [CH3:1][O:2][C:3]1[CH:17]=[C:16]([O:18][CH3:19])[CH:15]=[CH:14][C:4]=1[CH2:5][N:6]1[C:10](=[O:11])[CH2:9][NH:8][S:7]1(=[O:13])=[O:12].Br[CH2:21][C:22]1[CH:30]=[CH:29][C:25]([C:26]([OH:28])=[O:27])=[CH:24][CH:23]=1.C1CCN2C(=NCCC2)CC1. Product: [CH3:1][O:2][C:3]1[CH:17]=[C:16]([O:18][CH3:19])[CH:15]=[CH:14][C:4]=1[CH2:5][N:6]1[S:7](=[O:13])(=[O:12])[N:8]([CH2:21][C:22]2[CH:30]=[CH:29][C:25]([C:26]([OH:28])=[O:27])=[CH:24][CH:23]=2)[CH2:9][C:10]1=[O:11]. The catalyst class is: 2.